This data is from Full USPTO retrosynthesis dataset with 1.9M reactions from patents (1976-2016). The task is: Predict the reactants needed to synthesize the given product. (1) Given the product [CH:1]([C:3]1[CH:4]=[C:5]([CH:9]=[CH:10][CH:11]=1)[C:6]([N:15]1[CH2:14][CH2:13][N:12]([C:18]([O:20][C:21]([CH3:24])([CH3:23])[CH3:22])=[O:19])[CH2:17][CH2:16]1)=[O:8])=[O:2], predict the reactants needed to synthesize it. The reactants are: [CH:1]([C:3]1[CH:4]=[C:5]([CH:9]=[CH:10][CH:11]=1)[C:6]([OH:8])=O)=[O:2].[N:12]1([C:18]([O:20][C:21]([CH3:24])([CH3:23])[CH3:22])=[O:19])[CH2:17][CH2:16][NH:15][CH2:14][CH2:13]1.CN(C(ON1N=NC2C=CC=NC1=2)=[N+](C)C)C.F[P-](F)(F)(F)(F)F.CN1CCOCC1. (2) Given the product [C:1]([CH:5]1[CH2:14][CH2:13][C:12]2[N:11]=[C:10]3[S:15][C:16]([C:18]4[O:19][C:23]([CH2:22][Cl:21])=[CH:25][N:20]=4)=[CH:17][C:9]3=[CH:8][C:7]=2[CH2:6]1)([CH3:4])([CH3:2])[CH3:3], predict the reactants needed to synthesize it. The reactants are: [C:1]([CH:5]1[CH2:14][CH2:13][C:12]2[N:11]=[C:10]3[S:15][C:16]([C:18]([NH2:20])=[O:19])=[CH:17][C:9]3=[CH:8][C:7]=2[CH2:6]1)([CH3:4])([CH3:3])[CH3:2].[Cl:21][CH2:22][C:23]([CH2:25]Cl)=O. (3) Given the product [ClH:29].[ClH:29].[F:1][C:2]1[CH:3]=[CH:4][C:5]([N:8]2[CH2:13][CH2:12][CH:11]([NH2:14])[CH2:10][CH2:9]2)=[N:6][CH:7]=1, predict the reactants needed to synthesize it. The reactants are: [F:1][C:2]1[CH:3]=[CH:4][C:5]([N:8]2[CH2:13][CH2:12][CH:11]([NH:14]C(=O)OC(C)(C)C)[CH2:10][CH2:9]2)=[N:6][CH:7]=1.C1COCC1.CO.[ClH:29]. (4) Given the product [Cl-:13].[CH3:1][O:2][CH:3]([P+:20]([C:21]1[CH:22]=[CH:23][CH:24]=[CH:25][CH:26]=1)([C:27]1[CH:32]=[CH:31][CH:30]=[CH:29][CH:28]=1)[C:14]1[CH:15]=[CH:16][CH:17]=[CH:18][CH:19]=1)[C:4]([O:6][CH3:7])=[O:5], predict the reactants needed to synthesize it. The reactants are: [CH3:1][O:2][CH:3](OC)[C:4]([O:6][CH3:7])=[O:5].C([Cl:13])(=O)C.[C:14]1([P:20]([C:27]2[CH:32]=[CH:31][CH:30]=[CH:29][CH:28]=2)[C:21]2[CH:26]=[CH:25][CH:24]=[CH:23][CH:22]=2)[CH:19]=[CH:18][CH:17]=[CH:16][CH:15]=1. (5) Given the product [CH3:29][O:28][C:21]1[CH:22]=[C:23]([O:26][CH3:27])[CH:24]=[CH:25][C:20]=1[C:18]1[N:3]2[N:4]=[CH:5][C:6]([C:7]([C:9]3[S:10][CH:11]=[CH:12][CH:13]=3)=[O:8])=[C:2]2[N:1]=[CH:16][CH:17]=1, predict the reactants needed to synthesize it. The reactants are: [NH2:1][C:2]1[C:6]([C:7]([C:9]2[S:10][CH:11]=[CH:12][CH:13]=2)=[O:8])=[CH:5][NH:4][N:3]=1.CN(C)[CH:16]=[CH:17][C:18]([C:20]1[CH:25]=[CH:24][C:23]([O:26][CH3:27])=[CH:22][C:21]=1[O:28][CH3:29])=O.